From a dataset of Full USPTO retrosynthesis dataset with 1.9M reactions from patents (1976-2016). Predict the reactants needed to synthesize the given product. Given the product [CH3:2][O:3][C:4](=[O:9])[C@H:5]([CH2:7][OH:8])[NH:6][C:15](=[O:16])[C:14]1[CH:18]=[CH:19][C:20]([N+:21]([O-:23])=[O:22])=[C:12]([O:11][CH3:10])[CH:13]=1, predict the reactants needed to synthesize it. The reactants are: Cl.[CH3:2][O:3][C:4](=[O:9])[C@H:5]([CH2:7][OH:8])[NH2:6].[CH3:10][O:11][C:12]1[CH:13]=[C:14]([CH:18]=[CH:19][C:20]=1[N+:21]([O-:23])=[O:22])[C:15](O)=[O:16].CCN=C=NCCCN(C)C.Cl.C(N(CC)C(C)C)(C)C.